Dataset: Forward reaction prediction with 1.9M reactions from USPTO patents (1976-2016). Task: Predict the product of the given reaction. (1) Given the reactants [C:1]1([C:7](O)([C:9]#C)C)[CH:6]=[CH:5][CH:4]=[CH:3][CH:2]=1.Br[C:13]1[CH:14]=[N:15][C:16]2[C:21]([CH:22]=1)=[CH:20][CH:19]=[CH:18][CH:17]=2.[CH:23]([NH:26][C:27]([C:29]1[C:38](=[O:39])[C:37]2[C:32](=[N:33][CH:34]=[CH:35][CH:36]=2)[N:31](C2C=CC=C(Br)C=2)[CH:30]=1)=[O:28])([CH3:25])[CH3:24], predict the reaction product. The product is: [CH:23]([NH:26][C:27]([C:29]1[C:38](=[O:39])[C:37]2[C:32](=[N:33][CH:34]=[CH:35][CH:36]=2)[N:31]([C:5]2[CH:4]=[CH:3][CH:2]=[C:1]([C:7]#[C:9][C:13]3[CH:14]=[N:15][C:16]4[C:21]([CH:22]=3)=[CH:20][CH:19]=[CH:18][CH:17]=4)[CH:6]=2)[CH:30]=1)=[O:28])([CH3:25])[CH3:24]. (2) Given the reactants C[O:2][C:3](=[O:32])[CH:4]([N:8]1[C:17](=[O:18])[C:16]2[C:11](=[CH:12][CH:13]=[CH:14][CH:15]=2)[N:10]([CH2:19][C:20]2[C:28]3[C:23](=[CH:24][CH:25]=[CH:26][C:27]=3[CH3:29])[N:22]([CH3:30])[CH:21]=2)[C:9]1=[O:31])[CH2:5][CH2:6][CH3:7], predict the reaction product. The product is: [CH3:30][N:22]1[C:23]2[C:28](=[C:27]([CH3:29])[CH:26]=[CH:25][CH:24]=2)[C:20]([CH2:19][N:10]2[C:11]3[C:16](=[CH:15][CH:14]=[CH:13][CH:12]=3)[C:17](=[O:18])[N:8]([CH:4]([CH2:5][CH2:6][CH3:7])[C:3]([OH:32])=[O:2])[C:9]2=[O:31])=[CH:21]1. (3) Given the reactants [C:1]([N:4]1[C:12]2[C:7](=[CH:8][C:9]([C:13](=[O:15])[CH3:14])=[CH:10][CH:11]=2)[CH2:6][C:5]1=[O:16])(=[O:3])[CH3:2].[N+:17]([C:20]1[CH:28]=[CH:27][C:23]([C:24](O)=[O:25])=[CH:22][CH:21]=1)([O-:19])=[O:18], predict the reaction product. The product is: [C:1]([N:4]1[C:12]2[C:7](=[CH:8][C:9]([C:13](=[O:15])[CH3:14])=[CH:10][CH:11]=2)[C:6](=[C:24]([C:23]2[CH:22]=[CH:21][C:20]([N+:17]([O-:19])=[O:18])=[CH:28][CH:27]=2)[OH:25])[C:5]1=[O:16])(=[O:3])[CH3:2]. (4) Given the reactants [C:1](=[O:4])([OH:3])[NH2:2].NC1CCNCC1.C(N)CC1C=CC=CC=1.C(O)(C(F)(F)F)=O.[NH2:28][C:29]1[CH:30]=[C:31]([CH:41]=[CH:42][C:43]=1[CH2:44][NH:45][CH2:46][CH2:47][CH2:48][N:49]1[CH2:53][CH2:52][CH2:51][C:50]1=[O:54])[C:32]([NH:34][CH:35]1[CH2:40][CH2:39][NH:38][CH2:37][CH2:36]1)=[O:33], predict the reaction product. The product is: [C:1](=[O:3])([OH:4])[NH2:2].[NH2:28][C:29]1[CH:30]=[C:31]([CH:41]=[CH:42][C:43]=1[CH2:44][NH:45][CH2:46][CH2:47][CH2:48][N:49]1[CH2:53][CH2:52][CH2:51][C:50]1=[O:54])[C:32]([NH:34][CH:35]1[CH2:36][CH2:37][NH:38][CH2:39][CH2:40]1)=[O:33]. (5) Given the reactants C[O:2][C:3](=[O:27])[C:4]1[CH:9]=[CH:8][C:7]([Cl:10])=[C:6]([NH:11][C:12]([C:14]2[C:25](=[O:26])[NH:24][C:17]3[N:18]=[C:19]([S:22][CH3:23])[N:20]=[CH:21][C:16]=3[CH:15]=2)=[O:13])[CH:5]=1.[OH-].[Li+].CO.C1COCC1, predict the reaction product. The product is: [Cl:10][C:7]1[CH:8]=[CH:9][C:4]([C:3]([OH:27])=[O:2])=[CH:5][C:6]=1[NH:11][C:12]([C:14]1[C:25](=[O:26])[NH:24][C:17]2[N:18]=[C:19]([S:22][CH3:23])[N:20]=[CH:21][C:16]=2[CH:15]=1)=[O:13]. (6) Given the reactants Cl[C:2]1[N:7]=[C:6]([NH:8][C:9]2[CH:14]=[CH:13][CH:12]=[CH:11][C:10]=2[N:15]2[CH:19]=[CH:18][CH:17]=[N:16]2)[C:5]([Cl:20])=[CH:4][N:3]=1.[NH2:21][C:22]1[CH:35]=[CH:34][C:25]2[NH:26][C:27](=[O:33])[CH2:28][CH2:29][C:30]([CH3:32])([CH3:31])[C:24]=2[CH:23]=1.Cl, predict the reaction product. The product is: [Cl:20][C:5]1[C:6]([NH:8][C:9]2[CH:14]=[CH:13][CH:12]=[CH:11][C:10]=2[N:15]2[CH:19]=[CH:18][CH:17]=[N:16]2)=[N:7][C:2]([NH:21][C:22]2[CH:35]=[CH:34][C:25]3[NH:26][C:27](=[O:33])[CH2:28][CH2:29][C:30]([CH3:32])([CH3:31])[C:24]=3[CH:23]=2)=[N:3][CH:4]=1.